From a dataset of Catalyst prediction with 721,799 reactions and 888 catalyst types from USPTO. Predict which catalyst facilitates the given reaction. Reactant: [NH:1]1[C:10]2[C:5](=[CH:6][CH:7]=[CH:8][N:9]=2)[CH2:4][CH2:3][CH2:2]1.[C:11](O[C:11]([O:13][C:14]([CH3:17])([CH3:16])[CH3:15])=[O:12])([O:13][C:14]([CH3:17])([CH3:16])[CH3:15])=[O:12].[Li+].C[Si]([N-][Si](C)(C)C)(C)C. Product: [C:14]([O:13][C:11]([N:9]1[C:10]2[C:5](=[CH:4][CH:3]=[CH:2][N:1]=2)[CH2:6][CH2:7][CH2:8]1)=[O:12])([CH3:17])([CH3:16])[CH3:15]. The catalyst class is: 1.